Predict which catalyst facilitates the given reaction. From a dataset of Catalyst prediction with 721,799 reactions and 888 catalyst types from USPTO. (1) Reactant: [CH2:1]([Zn]CC)C.FC(F)(F)C(O)=O.ICI.[F:16][C:17]1[C:27]2[CH2:26][CH2:25][CH2:24][C:23](=[O:28])[N:22]([CH:29]=[CH2:30])[C:21]=2[C:20]([F:31])=[CH:19][C:18]=1[F:32].[NH4+].[Cl-]. Product: [CH:29]1([N:22]2[C:23](=[O:28])[CH2:24][CH2:25][CH2:26][C:27]3[C:17]([F:16])=[C:18]([F:32])[CH:19]=[C:20]([F:31])[C:21]2=3)[CH2:1][CH2:30]1. The catalyst class is: 2. (2) Reactant: [N:1]1[O:2][C:3]([C:10]([OH:12])=O)=[C:4]2[CH:9]=[CH:8][CH:7]=[CH:6][C:5]=12.[N:13]1([CH2:19][C:20]2[CH:34]=[CH:33][C:23]3[NH:24][C:25]([C:27]4[C:31]([NH2:32])=[CH:30][NH:29][N:28]=4)=[N:26][C:22]=3[CH:21]=2)[CH2:18][CH2:17][O:16][CH2:15][CH2:14]1.C(Cl)CCl.C1C=CC2N(O)N=NC=2C=1. Product: [N:13]1([CH2:19][C:20]2[CH:34]=[CH:33][C:23]3[NH:24][C:25]([C:27]4[C:31]([NH:32][C:10]([C:3]5[O:2][N:1]=[C:5]6[CH:6]=[CH:7][CH:8]=[CH:9][C:4]=56)=[O:12])=[CH:30][NH:29][N:28]=4)=[N:26][C:22]=3[CH:21]=2)[CH2:18][CH2:17][O:16][CH2:15][CH2:14]1. The catalyst class is: 3. (3) Product: [C:2]1([C:3]([O:5][CH2:6][CH3:7])=[O:4])([C:1]([O:9][C:10]([CH3:12])([CH3:11])[CH3:13])=[O:8])[CH2:16][CH2:15]1. The catalyst class is: 3. Reactant: [C:1]([O:9][C:10]([CH3:13])([CH3:12])[CH3:11])(=[O:8])[CH2:2][C:3]([O:5][CH2:6][CH3:7])=[O:4].Br[CH2:15][CH2:16]Br.C(=O)([O-])[O-].[K+].[K+].F[B-](F)(F)F.C([N+]1C=CN(C)C=1)CCC.